From a dataset of Forward reaction prediction with 1.9M reactions from USPTO patents (1976-2016). Predict the product of the given reaction. (1) Given the reactants [CH:1]([Mg]Br)=[CH2:2].C(O[CH:10]([O:21]CCCC)[C:11]1[CH:16]=[C:15]([F:17])[CH:14]=[CH:13][C:12]=1[N+:18]([O-])=O)CCC.[Cl-].[NH4+], predict the reaction product. The product is: [F:17][C:15]1[CH:14]=[C:13]2[C:12](=[C:11]([CH:10]=[O:21])[CH:16]=1)[NH:18][CH:2]=[CH:1]2. (2) The product is: [Cl:1][C:2]1[CH:7]=[C:6]([F:8])[CH:5]=[CH:4][C:3]=1[CH2:9][NH:10][C:11](=[O:24])[C@@H:17]1[CH2:12][CH2:13][C:14](=[O:15])[N:22]1[CH:19]1[CH2:21][CH2:20]1. Given the reactants [Cl:1][C:2]1[CH:7]=[C:6]([F:8])[CH:5]=[CH:4][C:3]=1[CH2:9][N+:10]#[C-:11].[CH2:12]([CH:17]=O)[CH2:13][C:14](O)=[O:15].[CH:19]1([NH2:22])[CH2:21][CH2:20]1.C[OH:24], predict the reaction product. (3) The product is: [F:6][C:7]1[N:8]=[CH:9][C:10]([O:13][CH3:14])=[CH:11][C:12]=1[C:15]([OH:17])=[O:16]. Given the reactants [Li]CCCC.[F:6][C:7]1[CH:12]=[CH:11][C:10]([O:13][CH3:14])=[CH:9][N:8]=1.[C:15](=[O:17])=[O:16].O, predict the reaction product. (4) The product is: [Cl:27][C:13]1[CH:14]=[C:15]([NH:18][C:19]2[CH:24]=[CH:23][C:22]([F:25])=[CH:21][C:20]=2[F:26])[CH:16]=[CH:17][C:12]=1[C:10]([C:8]1[CH:9]=[C:4]([N:1]2[CH:33]=[C:32]([CH:31]=[CH:30][CH2:29][OH:34])[N:3]=[N:2]2)[CH:5]=[CH:6][C:7]=1[CH3:28])=[O:11]. Given the reactants [N:1]([C:4]1[CH:5]=[CH:6][C:7]([CH3:28])=[C:8]([C:10]([C:12]2[CH:17]=[CH:16][C:15]([NH:18][C:19]3[CH:24]=[CH:23][C:22]([F:25])=[CH:21][C:20]=3[F:26])=[CH:14][C:13]=2[Cl:27])=[O:11])[CH:9]=1)=[N+:2]=[N-:3].[CH2:29]([OH:34])[CH:30]=[CH:31][C:32]#[CH:33], predict the reaction product. (5) The product is: [CH2:50]([O:54][C:55]([NH:57][C@@H:58]([C:62]([CH3:65])([CH3:64])[CH3:63])[C:59]([N:30]1[CH2:31][C@:27]([O:26][CH3:25])([C:36]2[CH:45]=[CH:44][C:43]3[C:38](=[CH:39][C:40]([CH:48]=[CH2:49])=[C:41]([O:46][CH3:47])[CH:42]=3)[CH:37]=2)[CH2:28][C@H:29]1[C:32]([O:34][CH3:35])=[O:33])=[O:60])=[O:56])[CH2:51][CH:52]=[CH2:53]. Given the reactants CN(C(ON1N=NC2C=CC=NC1=2)=[N+](C)C)C.F[P-](F)(F)(F)(F)F.[CH3:25][O:26][C@:27]1([C:36]2[CH:45]=[CH:44][C:43]3[C:38](=[CH:39][C:40]([CH:48]=[CH2:49])=[C:41]([O:46][CH3:47])[CH:42]=3)[CH:37]=2)[CH2:31][NH:30][C@H:29]([C:32]([O:34][CH3:35])=[O:33])[CH2:28]1.[CH2:50]([O:54][C:55]([NH:57][C@@H:58]([C:62]([CH3:65])([CH3:64])[CH3:63])[C:59](O)=[O:60])=[O:56])[CH2:51][CH:52]=[CH2:53].CCN(C(C)C)C(C)C, predict the reaction product. (6) Given the reactants [NH:1]1[CH:5]=[C:4]([S:6](Cl)(=[O:8])=[O:7])[N:3]=[CH:2]1.Cl.[CH3:11][NH:12][CH3:13].C(N(CC)CC)C, predict the reaction product. The product is: [CH3:11][N:12]([CH3:13])[S:6]([C:4]1[N:3]=[CH:2][NH:1][CH:5]=1)(=[O:8])=[O:7]. (7) Given the reactants C(N[CH:5]([CH3:7])[CH3:6])(C)C.C([Li])CCC.[Br:13][C:14]1[CH:19]=[CH:18][C:17]([Cl:20])=[C:16]([F:21])C=1.ICC, predict the reaction product. The product is: [Br:13][C:14]1[CH:19]=[CH:18][C:17]([Cl:20])=[C:16]([F:21])[C:7]=1[CH2:5][CH3:6]. (8) Given the reactants Cl[C:2]1[C:11]2[C:6](=[CH:7][CH:8]=[CH:9][CH:10]=2)[CH:5]=[C:4]([NH:12][C:13]2[CH:17]=[CH:16][NH:15][N:14]=2)[N:3]=1.B(O)(O)[C:19]1[CH:20]=[CH:21][C:22]([CH3:25])=[CH:23][CH:24]=1, predict the reaction product. The product is: [NH:15]1[CH:16]=[CH:17][C:13]([NH:12][C:4]2[N:3]=[C:2]([C:19]3[CH:24]=[CH:23][C:22]([CH3:25])=[CH:21][CH:20]=3)[C:11]3[C:6]([CH:5]=2)=[CH:7][CH:8]=[CH:9][CH:10]=3)=[N:14]1. (9) Given the reactants [F:1][C:2]1[CH:7]=[CH:6][C:5]([C:8]2([CH2:19][CH2:20][CH:21]=O)[C:16]3[C:11](=[CH:12][C:13]([C:17]#[N:18])=[CH:14][CH:15]=3)[CH2:10][O:9]2)=[CH:4][CH:3]=1.[C:23]([S:27]([NH2:29])=[O:28])([CH3:26])([CH3:25])[CH3:24].CCOC(C)=O.[BH4-].[Na+], predict the reaction product. The product is: [C:17]([C:13]1[CH:12]=[C:11]2[C:16](=[CH:15][CH:14]=1)[C:8]([CH2:19][CH2:20][CH2:21][NH:29][S:27]([C:23]([CH3:26])([CH3:25])[CH3:24])=[O:28])([C:5]1[CH:4]=[CH:3][C:2]([F:1])=[CH:7][CH:6]=1)[O:9][CH2:10]2)#[N:18]. (10) Given the reactants OS(O)(=O)=O.[Cl:6][C:7]1[CH:12]=[C:11]([C:13]([OH:15])=[O:14])[CH:10]=[C:9]([CH3:16])[N:8]=1.C([O-])(O)=O.[Na+].[CH2:22](O)[CH3:23], predict the reaction product. The product is: [CH2:22]([O:14][C:13]([C:11]1[CH:10]=[C:9]([CH3:16])[N:8]=[C:7]([Cl:6])[CH:12]=1)=[O:15])[CH3:23].